Dataset: Peptide-MHC class I binding affinity with 185,985 pairs from IEDB/IMGT. Task: Regression. Given a peptide amino acid sequence and an MHC pseudo amino acid sequence, predict their binding affinity value. This is MHC class I binding data. (1) The MHC is HLA-B48:01 with pseudo-sequence HLA-B48:01. The binding affinity (normalized) is 0.0847. The peptide sequence is YQYPRDTHY. (2) The peptide sequence is RRARYWLTY. The MHC is HLA-B73:01 with pseudo-sequence HLA-B73:01. The binding affinity (normalized) is 0.0847.